This data is from NCI-60 drug combinations with 297,098 pairs across 59 cell lines. The task is: Regression. Given two drug SMILES strings and cell line genomic features, predict the synergy score measuring deviation from expected non-interaction effect. (1) Drug 1: C1=CC=C(C(=C1)C(C2=CC=C(C=C2)Cl)C(Cl)Cl)Cl. Drug 2: CC1=C(C=C(C=C1)C(=O)NC2=CC(=CC(=C2)C(F)(F)F)N3C=C(N=C3)C)NC4=NC=CC(=N4)C5=CN=CC=C5. Cell line: HCC-2998. Synergy scores: CSS=-2.37, Synergy_ZIP=2.45, Synergy_Bliss=2.08, Synergy_Loewe=-10.5, Synergy_HSA=-5.86. (2) Cell line: KM12. Synergy scores: CSS=-2.03, Synergy_ZIP=5.40, Synergy_Bliss=6.64, Synergy_Loewe=1.38, Synergy_HSA=-0.0456. Drug 2: C1=CC(=CC=C1C#N)C(C2=CC=C(C=C2)C#N)N3C=NC=N3. Drug 1: C1CCN(CC1)CCOC2=CC=C(C=C2)C(=O)C3=C(SC4=C3C=CC(=C4)O)C5=CC=C(C=C5)O. (3) Cell line: BT-549. Synergy scores: CSS=0.237, Synergy_ZIP=1.01, Synergy_Bliss=-0.502, Synergy_Loewe=-0.665, Synergy_HSA=-2.00. Drug 1: CN1C2=C(C=C(C=C2)N(CCCl)CCCl)N=C1CCCC(=O)O.Cl. Drug 2: C1CNP(=O)(OC1)N(CCCl)CCCl. (4) Drug 1: C(=O)(N)NO. Drug 2: CCC1(C2=C(COC1=O)C(=O)N3CC4=CC5=C(C=CC(=C5CN(C)C)O)N=C4C3=C2)O.Cl. Cell line: EKVX. Synergy scores: CSS=-0.855, Synergy_ZIP=-1.53, Synergy_Bliss=-1.53, Synergy_Loewe=-9.15, Synergy_HSA=-3.17. (5) Drug 1: CC1C(C(CC(O1)OC2CC(CC3=C2C(=C4C(=C3O)C(=O)C5=C(C4=O)C(=CC=C5)OC)O)(C(=O)C)O)N)O.Cl. Drug 2: C(CCl)NC(=O)N(CCCl)N=O. Cell line: NCI/ADR-RES. Synergy scores: CSS=-6.96, Synergy_ZIP=1.26, Synergy_Bliss=-1.86, Synergy_Loewe=-5.56, Synergy_HSA=-4.66.